Predict the reaction yield, written as a fraction of the theoretical maximum amount of product (1.0 means a 100% yield; for example, 0.34 means a 34% yield). From a dataset of Reaction yield outcomes from USPTO patents with 853,638 reactions. (1) The reactants are [C:1]([N:4]1[C:13]2[C:8](=[CH:9][C:10](Br)=[CH:11][CH:12]=2)[C@H:7]([NH:15][C:16]2[CH:23]=[CH:22][C:19]([C:20]#[N:21])=[CH:18][N:17]=2)[CH2:6][C@@H:5]1[CH3:24])(=[O:3])[CH3:2].[CH3:25][O:26][C:27]([C:29]1[N:34]=[CH:33][C:32](B(O)O)=[CH:31][CH:30]=1)=[O:28].C(N(CC)CC)C. The catalyst is CO.COCCOC. The product is [C:1]([N:4]1[C:13]2[C:8](=[CH:9][C:10]([C:32]3[CH:31]=[CH:30][C:29]([C:27]([O:26][CH3:25])=[O:28])=[N:34][CH:33]=3)=[CH:11][CH:12]=2)[C@H:7]([NH:15][C:16]2[CH:23]=[CH:22][C:19]([C:20]#[N:21])=[CH:18][N:17]=2)[CH2:6][C@@H:5]1[CH3:24])(=[O:3])[CH3:2]. The yield is 0.790. (2) The reactants are [CH2:1](OC1C=C(I)C=C(OCC)C=1OCC)C.[CH2:17]([O:19][C:20]1[CH:21]=[C:22]([CH:24]=[C:25]([O:30][CH2:31]C)[C:26]=1OCC)[NH2:23])C. No catalyst specified. The product is [CH3:31][O:30][C:25]1[CH:24]=[C:22]([CH:21]=[C:20]([O:19][CH3:17])[C:26]=1[CH3:1])[NH2:23]. The yield is 8.70. (3) The reactants are [Cl:1][C:2]1[CH:3]=[C:4]2[C:9](=[CH:10][C:11]=1[O:12][CH3:13])[N:8]=[C:7]([CH3:14])[C:6](I)=[C:5]2[O:16][CH2:17][CH3:18].[F:19][C:20]([F:39])([F:38])[O:21][C:22]1[CH:37]=[CH:36][C:25]([O:26][C:27]2[CH:32]=[CH:31][C:30](B(O)O)=[CH:29][CH:28]=2)=[CH:24][CH:23]=1.C(=O)([O-])[O-].[K+].[K+]. The catalyst is CN(C)C=O. The product is [Cl:1][C:2]1[CH:3]=[C:4]2[C:9](=[CH:10][C:11]=1[O:12][CH3:13])[N:8]=[C:7]([CH3:14])[C:6]([C:30]1[CH:29]=[CH:28][C:27]([O:26][C:25]3[CH:36]=[CH:37][C:22]([O:21][C:20]([F:19])([F:38])[F:39])=[CH:23][CH:24]=3)=[CH:32][CH:31]=1)=[C:5]2[O:16][CH2:17][CH3:18]. The yield is 0.570. (4) The reactants are [NH2:1][C:2]1[CH:10]=[C:9]([O:11][CH3:12])[C:8]([O:13][CH3:14])=[CH:7][C:3]=1[C:4](O)=[O:5].C(O)(=O)C.[CH:19](N)=[NH:20].[OH-].[Na+]. No catalyst specified. The product is [CH3:14][O:13][C:8]1[CH:7]=[C:3]2[C:2](=[CH:10][C:9]=1[O:11][CH3:12])[N:1]=[CH:19][NH:20][C:4]2=[O:5]. The yield is 0.760. (5) The reactants are C(OC(N1CCC2C3C=CC=CC=3N(CCO)C=2CC1)=O)(C)(C)C.[C:25]1([S:31][CH2:32][CH2:33][N:34]2[C:42]3[CH:41]=[CH:40][CH:39]=[CH:38][C:37]=3[C:36]3[CH2:43][CH2:44][N:45]([C:48]([O:50][C:51]([CH3:54])([CH3:53])[CH3:52])=[O:49])[CH2:46][CH2:47][C:35]2=3)[CH:30]=[CH:29][CH:28]=[CH:27][CH:26]=1.CS(Cl)(=O)=O.C1(S)C=CC=CC=1.[OH-].[K+]. The catalyst is C(Cl)Cl.CN(C=O)C.C(N(CC)CC)C. The product is [C:25]1([S:31][CH2:32][CH2:33][N:34]2[C:42]3[CH:41]=[CH:40][CH:39]=[CH:38][C:37]=3[C:36]3[CH2:43][CH2:44][N:45]([C:48]([O:50][C:51]([CH3:54])([CH3:53])[CH3:52])=[O:49])[CH2:46][CH2:47][C:35]2=3)[CH:30]=[CH:29][CH:28]=[CH:27][CH:26]=1. The yield is 0.280. (6) The reactants are [F:1][CH2:2][C:3]1([CH2:16][F:17])[O:7][B:6]([OH:8])[C:5]2[CH:9]=[CH:10][C:11](/[CH:13]=[N:14]/[OH:15])=[CH:12][C:4]1=2.C1C(=O)N(Cl)C(=O)C1.[Cl:26][C:27]1[CH:32]=[C:31]([C:33]([C:35]([F:38])([F:37])[F:36])=[CH2:34])[CH:30]=[C:29]([Cl:39])[C:28]=1[Cl:40].Cl. The catalyst is CN(C=O)C.O. The product is [F:17][CH2:16][C:3]1([CH2:2][F:1])[O:7][B:6]([OH:8])[C:5]2[CH:9]=[CH:10][C:11]([C:13]3[CH2:34][C:33]([C:31]4[CH:30]=[C:29]([Cl:39])[C:28]([Cl:40])=[C:27]([Cl:26])[CH:32]=4)([C:35]([F:38])([F:37])[F:36])[O:15][N:14]=3)=[CH:12][C:4]1=2. The yield is 0.160. (7) The reactants are [CH:1]1([CH2:6][C@@H:7]([C:20]([NH:22][NH:23][C:24]2[C:29]([F:30])=[C:28]([N:31]3[CH2:37][CH:36]([N:38]([CH3:40])[CH3:39])[C:33]4([CH2:35][CH2:34]4)[CH2:32]3)[N:27]=[C:26]([CH2:41][CH3:42])[N:25]=2)=[O:21])[CH2:8][N:9]([O:12]CC2C=CC=CC=2)[CH:10]=[O:11])[CH2:5][CH2:4][CH2:3][CH2:2]1. The yield is 0.890. The product is [CH:1]1([CH2:6][C@@H:7]([C:20]([NH:22][NH:23][C:24]2[C:29]([F:30])=[C:28]([N:31]3[CH2:37][CH:36]([N:38]([CH3:40])[CH3:39])[C:33]4([CH2:35][CH2:34]4)[CH2:32]3)[N:27]=[C:26]([CH2:41][CH3:42])[N:25]=2)=[O:21])[CH2:8][N:9]([OH:12])[CH:10]=[O:11])[CH2:2][CH2:3][CH2:4][CH2:5]1. The catalyst is CO.[Pd]. (8) The reactants are [F:1][C:2]1[CH:3]=[C:4]([CH:28]=[CH:29][C:30]=1[F:31])[O:5][C:6]1[C:7]([NH:19][C:20]2[CH:27]=[CH:26][C:23]([C:24]#[N:25])=[CH:22][N:21]=2)=[N:8][CH:9]=[C:10]([S:12][C:13]2[CH:18]=[CH:17][CH:16]=[CH:15][N:14]=2)[CH:11]=1.C([Sn]([N:45]=[N+:46]=[N-:47])(CCCC)CCCC)CCC. The catalyst is C1(C)C=CC=CC=1. The product is [F:1][C:2]1[CH:3]=[C:4]([CH:28]=[CH:29][C:30]=1[F:31])[O:5][C:6]1[C:7]([NH:19][C:20]2[CH:27]=[CH:26][C:23]([C:24]3[NH:47][N:46]=[N:45][N:25]=3)=[CH:22][N:21]=2)=[N:8][CH:9]=[C:10]([S:12][C:13]2[CH:18]=[CH:17][CH:16]=[CH:15][N:14]=2)[CH:11]=1. The yield is 0.550. (9) The reactants are [CH3:1][C:2]1[NH:3][C:4]2[C:5](=[O:14])[CH2:6][CH2:7][CH2:8][C:9]=2[C:10]=1[C:11]([OH:13])=O.[CH2:15]([N:17]([CH2:22][CH3:23])[CH2:18][CH2:19][CH2:20][NH2:21])[CH3:16]. No catalyst specified. The product is [CH2:15]([N:17]([CH2:22][CH3:23])[CH2:18][CH2:19][CH2:20][NH:21][C:11]([C:10]1[C:9]2[CH2:8][CH2:7][CH2:6][C:5](=[O:14])[C:4]=2[NH:3][C:2]=1[CH3:1])=[O:13])[CH3:16]. The yield is 0.850. (10) The reactants are [Cl:1][C:2]1[CH:3]=[C:4]([CH:7]=[C:8]([Cl:20])[C:9]=1[C:10]1[S:11][C:12]2[C:13]([Cl:19])=[N:14][CH:15]=[CH:16][C:17]=2[N:18]=1)[CH:5]=[O:6].C([BH3-])#N.[Na+]. The catalyst is C(Cl)Cl.CO.C(O)(=O)C. The product is [Cl:1][C:2]1[CH:3]=[C:4]([CH2:5][OH:6])[CH:7]=[C:8]([Cl:20])[C:9]=1[C:10]1[S:11][C:12]2[C:13]([Cl:19])=[N:14][CH:15]=[CH:16][C:17]=2[N:18]=1. The yield is 1.00.